This data is from Forward reaction prediction with 1.9M reactions from USPTO patents (1976-2016). The task is: Predict the product of the given reaction. (1) Given the reactants [N:1]([C@H:4]1[C:17]2[CH:16]=[CH:15][C:14]3[CH2:13][N:12]([CH2:18][CH:19]([CH3:21])[CH3:20])[CH2:11][CH2:10][C:9]=3[C:8]=2[CH2:7][CH2:6][CH2:5]1)=[N+]=[N-], predict the reaction product. The product is: [CH2:18]([N:12]1[CH2:11][CH2:10][C:9]2[C:8]3[CH2:7][CH2:6][CH2:5][C@@H:4]([NH2:1])[C:17]=3[CH:16]=[CH:15][C:14]=2[CH2:13]1)[CH:19]([CH3:21])[CH3:20]. (2) Given the reactants [F:1][CH:2]([P:8](=[O:15])([O:12][CH2:13][CH3:14])[O:9][CH2:10][CH3:11])[CH2:3][C@H:4]([OH:7])[CH2:5]O, predict the reaction product. The product is: [F:1][CH:2]([P:8](=[O:15])([O:12][CH2:13][CH3:14])[O:9][CH2:10][CH3:11])[CH2:3][CH:4]1[O:7][CH2:5]1. (3) Given the reactants Cl[C:2]([O:4][CH2:5][CH3:6])=[O:3].[NH2:7][C:8]1[CH:13]=[CH:12][C:11]([OH:14])=[CH:10][C:9]=1[F:15].Cl, predict the reaction product. The product is: [CH2:5]([O:4][C:2](=[O:3])[NH:7][C:8]1[CH:13]=[CH:12][C:11]([OH:14])=[CH:10][C:9]=1[F:15])[CH3:6]. (4) Given the reactants [OH:1][NH:2][C:3]([C:5]1[CH:6]=[CH:7][C:8]2[N:9]([CH:19]3[CH2:25][CH:24]4[N:26]([CH3:27])[CH:21]([CH2:22][CH2:23]4)[CH2:20]3)[C:10]3[C:15]([O:16][C:17]=2[CH:18]=1)=[CH:14][CH:13]=[CH:12][CH:11]=3)=[NH:4].[C:28](N1C=CN=C1)(N1C=CN=C1)=[O:29], predict the reaction product. The product is: [CH3:27][N:26]1[CH:21]2[CH2:22][CH2:23][CH:24]1[CH2:25][CH:19]([N:9]1[C:8]3[CH:7]=[CH:6][C:5]([C:3]4[NH:4][C:28](=[O:29])[O:1][N:2]=4)=[CH:18][C:17]=3[O:16][C:15]3[C:10]1=[CH:11][CH:12]=[CH:13][CH:14]=3)[CH2:20]2. (5) Given the reactants [NH2:1][C:2]1[C:7]([NH2:8])=[C:6]([NH:9][C@@H:10]2[C@@H:15]3[CH2:16][C@@H:12]([CH:13]=[CH:14]3)[C@@H:11]2[C:17]([NH2:19])=[O:18])[C:5]([Cl:20])=[CH:4][N:3]=1.[Cl:21][C:22]1[CH:29]=[C:28]([N:30]2[CH2:35][CH2:34][O:33][CH2:32][CH2:31]2)[CH:27]=[CH:26][C:23]=1[CH:24]=O.C([O-])(=O)C.[NH4+], predict the reaction product. The product is: [Cl:20][C:5]1[C:6]([NH:9][C@@H:10]2[C@@H:15]3[CH2:16][C@@H:12]([CH:13]=[CH:14]3)[C@@H:11]2[C:17]([NH2:19])=[O:18])=[C:7]2[N:8]=[C:24]([C:23]3[CH:26]=[CH:27][C:28]([N:30]4[CH2:35][CH2:34][O:33][CH2:32][CH2:31]4)=[CH:29][C:22]=3[Cl:21])[NH:1][C:2]2=[N:3][CH:4]=1. (6) Given the reactants [CH:1]([N:4]1[C:9]2[N:10]=[C:11](S(C)=O)[N:12]=[CH:13][C:8]=2[CH:7]=[CH:6][C:5]1=[O:17])([CH3:3])[CH3:2].[CH2:18]([N:20]([CH2:31][CH3:32])[CH2:21][CH2:22][O:23][C:24]1[CH:30]=[CH:29][C:27]([NH2:28])=[CH:26][CH:25]=1)[CH3:19], predict the reaction product. The product is: [CH2:31]([N:20]([CH2:18][CH3:19])[CH2:21][CH2:22][O:23][C:24]1[CH:25]=[CH:26][C:27]([NH:28][C:11]2[N:12]=[CH:13][C:8]3[CH:7]=[CH:6][C:5](=[O:17])[N:4]([CH:1]([CH3:3])[CH3:2])[C:9]=3[N:10]=2)=[CH:29][CH:30]=1)[CH3:32]. (7) Given the reactants [Br:1][C:2]1[CH:7]=[CH:6][C:5]([CH2:8]Br)=[CH:4][CH:3]=1.[C:10]([O:18][CH2:19][CH3:20])(=[O:17])[CH2:11][C:12]([O:14][CH2:15][CH3:16])=[O:13], predict the reaction product. The product is: [CH2:15]([O:14][C:12](=[O:13])[CH:11]([CH2:8][C:5]1[CH:6]=[CH:7][C:2]([Br:1])=[CH:3][CH:4]=1)[C:10]([O:18][CH2:19][CH3:20])=[O:17])[CH3:16]. (8) Given the reactants [CH3:1][S:2][C:3]1[CH:4]=[C:5]([C:9](=[N:16][O:17][CH2:18][C:19]2[N:24]=[C:23]([NH2:25])[CH:22]=[CH:21][CH:20]=2)[C:10]2[N:14]([CH3:15])[N:13]=[N:12][N:11]=2)[CH:6]=[CH:7][CH:8]=1.[CH3:26][CH2:27][CH2:28][CH2:29][CH2:30][CH:31]=O.C(O[BH-](OC(=O)C)OC(=O)C)(=O)C.[Na+], predict the reaction product. The product is: [CH2:26]([NH:25][C:23]1[CH:22]=[CH:21][CH:20]=[C:19]([CH2:18][O:17][N:16]=[C:9]([C:5]2[CH:6]=[CH:7][CH:8]=[C:3]([S:2][CH3:1])[CH:4]=2)[C:10]2[N:14]([CH3:15])[N:13]=[N:12][N:11]=2)[N:24]=1)[CH2:27][CH2:28][CH2:29][CH2:30][CH3:31]. (9) Given the reactants [OH-].[Na+].[CH3:3][C@@:4]1([C:15]([O:17]C)=[O:16])[CH2:8][CH2:7][C@@H:6]([C:9]([O:11]C)=[O:10])[C:5]1([CH3:14])[CH3:13], predict the reaction product. The product is: [CH3:3][C@@:4]1([C:15]([OH:17])=[O:16])[CH2:8][CH2:7][CH:6]([C:9]([OH:11])=[O:10])[C:5]1([CH3:13])[CH3:14]. (10) The product is: [N:11]1([C:15]2[CH:24]=[CH:23][CH:22]=[C:21]3[C:16]=2[CH:17]=[CH:18][C:19]([CH3:25])=[N:20]3)[CH2:12][CH2:13][CH2:14][NH:8][CH2:9][CH2:10]1. Given the reactants C(OC([N:8]1[CH2:14][CH2:13][CH2:12][N:11]([C:15]2[CH:24]=[CH:23][CH:22]=[C:21]3[C:16]=2[CH:17]=[CH:18][C:19]([CH3:25])=[N:20]3)[CH2:10][CH2:9]1)=O)(C)(C)C, predict the reaction product.